Dataset: Catalyst prediction with 721,799 reactions and 888 catalyst types from USPTO. Task: Predict which catalyst facilitates the given reaction. (1) Reactant: [CH2:1]([O:8][C:9](=[O:29])[CH2:10][NH:11][CH2:12][C@H:13]([NH:18][C:19]([O:21][CH2:22][C:23]1[CH:28]=[CH:27][CH:26]=[CH:25][CH:24]=1)=[O:20])[C:14]([O:16][CH3:17])=[O:15])[C:2]1[CH:7]=[CH:6][CH:5]=[CH:4][CH:3]=1.CCN(C(C)C)C(C)C.[C:39](O[C:39]([O:41][C:42]([CH3:45])([CH3:44])[CH3:43])=[O:40])([O:41][C:42]([CH3:45])([CH3:44])[CH3:43])=[O:40]. Product: [CH2:1]([O:8][C:9](=[O:29])[CH2:10][N:11]([C:39]([O:41][C:42]([CH3:45])([CH3:44])[CH3:43])=[O:40])[CH2:12][C@H:13]([NH:18][C:19]([O:21][CH2:22][C:23]1[CH:28]=[CH:27][CH:26]=[CH:25][CH:24]=1)=[O:20])[C:14]([O:16][CH3:17])=[O:15])[C:2]1[CH:7]=[CH:6][CH:5]=[CH:4][CH:3]=1. The catalyst class is: 1. (2) Reactant: [CH3:1][O:2][C:3]1[CH:8]=[CH:7][C:6]([NH:9][C:10]([N:12]2[CH2:18][C:17]3[CH:19]=[CH:20][C:21]([C:23]([O:25]C)=O)=[CH:22][C:16]=3[O:15][C@H:14]([CH3:27])[CH2:13]2)=[O:11])=[CH:5][CH:4]=1.[OH-:28].[Na+].[NH2:30]O. Product: [OH:28][NH:30][C:23]([C:21]1[CH:20]=[CH:19][C:17]2[CH2:18][N:12]([C:10]([NH:9][C:6]3[CH:7]=[CH:8][C:3]([O:2][CH3:1])=[CH:4][CH:5]=3)=[O:11])[CH2:13][C@@H:14]([CH3:27])[O:15][C:16]=2[CH:22]=1)=[O:25]. The catalyst class is: 36. (3) Reactant: [Br:1][C:2]1[N:7]=[C:6]([CH2:8][S:9]([C:12]2[CH:17]=[CH:16][C:15]([CH3:18])=[CH:14][CH:13]=2)(=[O:11])=[O:10])[C:5]([N+:19]([O-:21])=[O:20])=[CH:4][CH:3]=1.[CH3:22][O:23][C:24](=[O:27])[CH2:25]Br.C([O-])([O-])=O.[K+].[K+].O. Product: [CH3:22][O:23][C:24](=[O:27])[CH2:25][CH:8]([C:6]1[C:5]([N+:19]([O-:21])=[O:20])=[CH:4][CH:3]=[C:2]([Br:1])[N:7]=1)[S:9]([C:12]1[CH:17]=[CH:16][C:15]([CH3:18])=[CH:14][CH:13]=1)(=[O:11])=[O:10]. The catalyst class is: 3. (4) Product: [O:60]=[C:56]1[N:55]([C:61]2[CH:66]=[CH:65][CH:64]=[CH:63][CH:62]=2)[C:54](=[O:53])[CH2:59][N:58]([C:37]([NH:1][C@H:2]([C@H:15]([C:17]2[C:25]3[C:20](=[CH:21][CH:22]=[CH:23][CH:24]=3)[NH:19][CH:18]=2)[CH3:16])[C:3]([O:5][CH2:6][C:7]2[CH:12]=[CH:11][C:10]([O:13][CH3:14])=[CH:9][CH:8]=2)=[O:4])=[O:38])[CH2:57]1. The catalyst class is: 115. Reactant: [NH2:1][C@H:2]([C@H:15]([C:17]1[C:25]2[C:20](=[CH:21][CH:22]=[CH:23][CH:24]=2)[NH:19][CH:18]=1)[CH3:16])[C:3]([O:5][CH2:6][C:7]1[CH:12]=[CH:11][C:10]([O:13][CH3:14])=[CH:9][CH:8]=1)=[O:4].C(N(CC)C(C)C)(C)C.C1C(=O)N(OC(ON2C(=O)CCC2=O)=O)[C:37](=[O:38])C1.[O:53]=[C:54]1[CH2:59][NH:58][CH2:57][C:56](=[O:60])[N:55]1[C:61]1[CH:66]=[CH:65][CH:64]=[CH:63][CH:62]=1. (5) Reactant: Cl[C:2]1[N:7]=[C:6]([NH:8][CH2:9][C:10]2[CH:11]=[C:12]([CH:15]=[CH:16][CH:17]=2)[C:13]#[N:14])[CH:5]=[N:4][CH:3]=1.[NH:18]1[CH2:23][CH2:22][NH:21][CH2:20][CH2:19]1.CC(C)([O-])C.[Na+].C1C=CC(P(C2C(C3C(P(C4C=CC=CC=4)C4C=CC=CC=4)=CC=C4C=3C=CC=C4)=C3C(C=CC=C3)=CC=2)C2C=CC=CC=2)=CC=1. Product: [N:18]1([C:2]2[CH:3]=[N:4][CH:5]=[C:6]([NH:8][CH2:9][C:10]3[CH:11]=[C:12]([CH:15]=[CH:16][CH:17]=3)[C:13]#[N:14])[N:7]=2)[CH2:23][CH2:22][NH:21][CH2:20][CH2:19]1. The catalyst class is: 101.